Dataset: Forward reaction prediction with 1.9M reactions from USPTO patents (1976-2016). Task: Predict the product of the given reaction. The product is: [CH2:1]([CH:4]1[NH:9][C:8](=[O:10])[CH:7]([CH3:11])[NH:6][C:5]1=[O:12])[CH3:2]. Given the reactants [CH:1]1([CH:4]2[NH:9][C:8](=[O:10])[CH:7]([CH3:11])[NH:6][C:5]2=[O:12])C[CH2:2]1.Cl.NC(CC)C(N[C@H](C(OC)=O)C)=O, predict the reaction product.